This data is from TCR-epitope binding with 47,182 pairs between 192 epitopes and 23,139 TCRs. The task is: Binary Classification. Given a T-cell receptor sequence (or CDR3 region) and an epitope sequence, predict whether binding occurs between them. (1) The epitope is FQPTNGVGY. The TCR CDR3 sequence is CASSPAGEPPYEQYF. Result: 0 (the TCR does not bind to the epitope). (2) The epitope is YLNTLTLAV. The TCR CDR3 sequence is CASSLGPEVNEKLFF. Result: 1 (the TCR binds to the epitope). (3) The epitope is KLPDDFTGCV. The TCR CDR3 sequence is CASSLGMGDTQYF. Result: 0 (the TCR does not bind to the epitope). (4) The epitope is KLNVGDYFV. The TCR CDR3 sequence is CASSQGLAENEQFF. Result: 1 (the TCR binds to the epitope).